From a dataset of NCI-60 drug combinations with 297,098 pairs across 59 cell lines. Regression. Given two drug SMILES strings and cell line genomic features, predict the synergy score measuring deviation from expected non-interaction effect. (1) Drug 1: C1CC(=O)NC(=O)C1N2CC3=C(C2=O)C=CC=C3N. Drug 2: CN(CC1=CN=C2C(=N1)C(=NC(=N2)N)N)C3=CC=C(C=C3)C(=O)NC(CCC(=O)O)C(=O)O. Cell line: U251. Synergy scores: CSS=31.6, Synergy_ZIP=-4.14, Synergy_Bliss=-1.20, Synergy_Loewe=-18.4, Synergy_HSA=1.31. (2) Drug 1: C1CN1C2=NC(=NC(=N2)N3CC3)N4CC4. Drug 2: CC12CCC3C(C1CCC2O)C(CC4=C3C=CC(=C4)O)CCCCCCCCCS(=O)CCCC(C(F)(F)F)(F)F. Cell line: OVCAR-4. Synergy scores: CSS=4.12, Synergy_ZIP=2.99, Synergy_Bliss=-0.520, Synergy_Loewe=-2.09, Synergy_HSA=-0.0135. (3) Drug 1: C1=CC(=CC=C1CC(C(=O)O)N)N(CCCl)CCCl.Cl. Drug 2: C1=CC=C(C(=C1)C(C2=CC=C(C=C2)Cl)C(Cl)Cl)Cl. Cell line: U251. Synergy scores: CSS=19.3, Synergy_ZIP=-3.33, Synergy_Bliss=3.63, Synergy_Loewe=-6.33, Synergy_HSA=3.31. (4) Drug 1: C1=NC(=NC(=O)N1C2C(C(C(O2)CO)O)O)N. Drug 2: CC1C(C(CC(O1)OC2CC(CC3=C2C(=C4C(=C3O)C(=O)C5=CC=CC=C5C4=O)O)(C(=O)C)O)N)O. Cell line: UACC-257. Synergy scores: CSS=50.9, Synergy_ZIP=-0.729, Synergy_Bliss=1.72, Synergy_Loewe=-20.3, Synergy_HSA=3.76. (5) Drug 1: CS(=O)(=O)OCCCCOS(=O)(=O)C. Drug 2: CC1C(C(CC(O1)OC2CC(CC3=C2C(=C4C(=C3O)C(=O)C5=CC=CC=C5C4=O)O)(C(=O)C)O)N)O. Cell line: SW-620. Synergy scores: CSS=33.9, Synergy_ZIP=-1.33, Synergy_Bliss=-3.09, Synergy_Loewe=-37.3, Synergy_HSA=-1.79.